Predict which catalyst facilitates the given reaction. From a dataset of Catalyst prediction with 721,799 reactions and 888 catalyst types from USPTO. (1) Reactant: [C:1]([Si:5]([CH3:42])([CH3:41])[O:6][CH2:7][CH2:8][N:9]([CH2:21][C:22]1[CH:27]=[CH:26][C:25]([S:28]([N:31]2[CH:35]=[CH:34][C:33](/[CH:36]=[CH:37]/[C:38](O)=[O:39])=[CH:32]2)(=[O:30])=[O:29])=[CH:24][CH:23]=1)[CH2:10][CH2:11][C:12]1[C:20]2[C:15](=[CH:16][CH:17]=[CH:18][CH:19]=2)[NH:14][CH:13]=1)([CH3:4])([CH3:3])[CH3:2].CCN=C=NCCCN(C)C.Cl.Cl.[O:56]1[CH2:61][CH2:60][CH2:59][CH2:58][CH:57]1[O:62][NH2:63]. Product: [C:1]([Si:5]([CH3:42])([CH3:41])[O:6][CH2:7][CH2:8][N:9]([CH2:21][C:22]1[CH:27]=[CH:26][C:25]([S:28]([N:31]2[CH:35]=[CH:34][C:33](/[CH:36]=[CH:37]/[C:38]([NH:63][O:62][CH:57]3[CH2:58][CH2:59][CH2:60][CH2:61][O:56]3)=[O:39])=[CH:32]2)(=[O:29])=[O:30])=[CH:24][CH:23]=1)[CH2:10][CH2:11][C:12]1[C:20]2[C:15](=[CH:16][CH:17]=[CH:18][CH:19]=2)[NH:14][CH:13]=1)([CH3:3])([CH3:2])[CH3:4]. The catalyst class is: 338. (2) Reactant: [Br:1][C:2]1[S:6][C:5]([S:7](Cl)(=[O:9])=[O:8])=[CH:4][CH:3]=1.[NH2:11][C@H:12]([CH2:17][OH:18])[C@H:13]([CH2:15][CH3:16])[CH3:14].C(N(CC)CC)C.CCOC(C)=O.CCCCCC. Product: [Br:1][C:2]1[S:6][C:5]([S:7]([NH:11][C@H:12]([CH2:17][OH:18])[C@@H:13]([CH3:14])[CH2:15][CH3:16])(=[O:9])=[O:8])=[CH:4][CH:3]=1. The catalyst class is: 2. (3) Reactant: Br.[Br:2][C:3]1[CH:4]=[C:5]([CH2:10]Br)[C:6]([NH2:9])=[N:7][CH:8]=1.[NH:12]([CH2:19][C:20]([O:22][CH2:23][CH3:24])=[O:21])[CH2:13][C:14]([O:16][CH2:17][CH3:18])=[O:15].C(N(CC)CC)C. Product: [CH2:17]([O:16][C:14](=[O:15])[CH2:13][N:12]([CH2:10][C:5]1[C:6]([NH2:9])=[N:7][CH:8]=[C:3]([Br:2])[CH:4]=1)[CH2:19][C:20]([O:22][CH2:23][CH3:24])=[O:21])[CH3:18]. The catalyst class is: 23. (4) Reactant: C([Li])CCC.[Cl:6][C:7]1[CH:12]=[CH:11][C:10]([NH:13][C:14](=[O:19])[C:15]([CH3:18])([CH3:17])[CH3:16])=[CH:9][CH:8]=1.C[O:21][B:22](OC)[O:23]C.O. The catalyst class is: 1. Product: [BH:22]([OH:23])[OH:21].[Cl:6][C:7]1[CH:12]=[CH:11][C:10]([NH:13][C:14](=[O:19])[C:15]([CH3:17])([CH3:16])[CH3:18])=[CH:9][CH:8]=1. (5) Reactant: [Cl:1][C:2]1[CH:17]=[C:16]([NH:18][C:19]2[C:20]3[N:27]([CH3:28])[CH:26]=[CH:25][C:21]=3[N:22]=[CH:23][N:24]=2)[CH:15]=[CH:14][C:3]=1[O:4][C:5]1[CH:6]=[C:7]([CH:11]=[CH:12][CH:13]=1)[C:8](O)=[O:9].Cl.[CH3:30][C:31]1([NH2:37])[CH2:36][CH2:35][CH2:34][CH2:33][CH2:32]1.Cl.C(N=C=NCCCN(C)C)C.O.ON1C2C=CC=CC=2N=N1. Product: [ClH:1].[Cl:1][C:2]1[CH:17]=[C:16]([NH:18][C:19]2[C:20]3[N:27]([CH3:28])[CH:26]=[CH:25][C:21]=3[N:22]=[CH:23][N:24]=2)[CH:15]=[CH:14][C:3]=1[O:4][C:5]1[CH:6]=[C:7]([CH:11]=[CH:12][CH:13]=1)[C:8]([NH:37][C:31]1([CH3:30])[CH2:36][CH2:35][CH2:34][CH2:33][CH2:32]1)=[O:9]. The catalyst class is: 289.